From a dataset of Catalyst prediction with 721,799 reactions and 888 catalyst types from USPTO. Predict which catalyst facilitates the given reaction. (1) Reactant: Br[C:2]1[S:6][C:5]([N:7]2[CH2:12][CH2:11][C:10]3([CH:21]=[C:20]([C:22]4[CH:27]=[CH:26][C:25]([F:28])=[CH:24][CH:23]=4)[C:19]4[C:14](=[CH:15][CH:16]=[CH:17][CH:18]=4)[O:13]3)[CH2:9][CH2:8]2)=[N:4][CH:3]=1.FC1C=CC(C2C3C(=CC=CC=3)OC3(CC[NH:41][CH2:40]C3)C=2)=CC=1.Br[C:52]1S[C:54](Br)=[CH:55][N:56]=1.[C:58]([O-:61])([O-])=[O:59].[K+].[K+].C[O:65]CCOC. Product: [F:28][C:25]1[CH:26]=[CH:27][C:22]([C:20]2[C:19]3[C:14](=[CH:15][CH:16]=[CH:17][CH:18]=3)[O:13][C:10]3([CH2:11][CH2:12][N:7]([C:5]4[S:6][C:2]([N:56]5[CH:55]=[CH:54][N:41]([CH2:40][C:58]([OH:61])=[O:59])[C:52]5=[O:65])=[CH:3][N:4]=4)[CH2:8][CH2:9]3)[CH:21]=2)=[CH:23][CH:24]=1. The catalyst class is: 2. (2) Reactant: F[C:2]1[CH:7]=[CH:6][C:5]([N+:8]([O-:10])=[O:9])=[CH:4][C:3]=1[CH2:11][C:12]([OH:14])=O.[CH:15]1([NH2:18])[CH2:17][CH2:16]1. Product: [CH:15]1([N:18]2[C:2]3[C:3](=[CH:4][C:5]([N+:8]([O-:10])=[O:9])=[CH:6][CH:7]=3)[CH2:11][C:12]2=[O:14])[CH2:17][CH2:16]1. The catalyst class is: 16. (3) Product: [CH3:42][C:37]1[C:36]([C:45]2[CH:46]=[CH:47][CH:48]=[CH:49][N:44]=2)=[CH:41][CH:40]=[CH:39][N:38]=1. The catalyst class is: 1. Reactant: C1(P(C2CCCCC2)C2C=CC=C(C(C)C)C=2C2C=CC(C(C)C)=CC=2C(C)C)CCCCC1.Br[C:36]1[C:37]([CH3:42])=[N:38][CH:39]=[CH:40][CH:41]=1.[Br-].[N:44]1[CH:49]=[CH:48][CH:47]=[CH:46][C:45]=1[Zn+].[Cl-].[NH4+]. (4) Reactant: [F:1][C:2]1[CH:8]=[C:7]([CH:9]=[CH2:10])[CH:6]=[CH:5][C:3]=1[NH2:4].[CH3:11][S:12](Cl)(=[O:14])=[O:13]. Product: [F:1][C:2]1[CH:8]=[C:7]([CH:9]=[CH2:10])[CH:6]=[CH:5][C:3]=1[NH:4][S:12]([CH3:11])(=[O:14])=[O:13]. The catalyst class is: 228. (5) Reactant: [F:1][C:2]1[CH:7]=[CH:6][C:5]([OH:8])=[C:4]([CH3:9])[C:3]=1[NH:10][CH2:11][C:12]1[CH:17]=[C:16]([C:18]2[CH:23]=[CH:22][CH:21]=[C:20]([F:24])[CH:19]=2)[CH:15]=[C:14]([CH3:25])[C:13]=1[CH3:26].C([O-])([O-])=O.[Cs+].[Cs+].Br[CH2:34][C:35]([O:37][CH:38]([CH3:40])[CH3:39])=[O:36].O. Product: [F:1][C:2]1[CH:7]=[CH:6][C:5]([O:8][CH2:34][C:35]([O:37][CH:38]([CH3:40])[CH3:39])=[O:36])=[C:4]([CH3:9])[C:3]=1[NH:10][CH2:11][C:12]1[CH:17]=[C:16]([C:18]2[CH:23]=[CH:22][CH:21]=[C:20]([F:24])[CH:19]=2)[CH:15]=[C:14]([CH3:25])[C:13]=1[CH3:26]. The catalyst class is: 31. (6) Reactant: [CH3:1][O:2][CH2:3][CH2:4][CH2:5][N:6]1[C:14]2[CH:13]=[C:12]([C:15]([O:17][CH2:18][CH3:19])=[O:16])[N:11]=[CH:10][C:9]=2[CH:8]=[CH:7]1.[Br:20]N1C(=O)CCC1=O.O. Product: [Br:20][C:8]1[C:9]2[CH:10]=[N:11][C:12]([C:15]([O:17][CH2:18][CH3:19])=[O:16])=[CH:13][C:14]=2[N:6]([CH2:5][CH2:4][CH2:3][O:2][CH3:1])[CH:7]=1. The catalyst class is: 4. (7) Reactant: P([O-])([O-])([O-])=O.[K+].[K+].[K+].[F:9][C:10]1[CH:15]=[CH:14][C:13](B(O)O)=[CH:12][CH:11]=1.C1(P(C2CCCCC2)C2CCCCC2)CCCCC1.Br[C:39]1[C:49]([O:50][CH2:51][CH3:52])=[CH:48][C:42]([C:43]([O:45][CH2:46][CH3:47])=[O:44])=[CH:41][C:40]=1[O:53][CH2:54][CH3:55]. Product: [CH2:54]([O:53][C:40]1[CH:41]=[C:42]([C:43]([O:45][CH2:46][CH3:47])=[O:44])[CH:48]=[C:49]([O:50][CH2:51][CH3:52])[C:39]=1[C:13]1[CH:14]=[CH:15][C:10]([F:9])=[CH:11][CH:12]=1)[CH3:55]. The catalyst class is: 706.